Predict the reaction yield, written as a fraction of the theoretical maximum amount of product (1.0 means a 100% yield; for example, 0.34 means a 34% yield). From a dataset of Reaction yield outcomes from USPTO patents with 853,638 reactions. (1) The yield is 0.910. The reactants are [Br:1][CH2:2][CH2:3][C:4]1[CH:9]=[CH:8][C:7]([C:10]([C:15]2[CH:20]=[CH:19][C:18]([CH2:21][CH2:22][CH:23]([O:28][Si](CC)(CC)CC)[C:24]([CH3:27])([CH3:26])[CH3:25])=[C:17]([CH3:36])[CH:16]=2)([CH2:13][CH3:14])[CH2:11][CH3:12])=[CH:6][C:5]=1[CH3:37].Cl.O. The catalyst is CC#N. The product is [Br:1][CH2:2][CH2:3][C:4]1[CH:9]=[CH:8][C:7]([C:10]([C:15]2[CH:20]=[CH:19][C:18]([CH2:21][CH2:22][CH:23]([OH:28])[C:24]([CH3:26])([CH3:25])[CH3:27])=[C:17]([CH3:36])[CH:16]=2)([CH2:11][CH3:12])[CH2:13][CH3:14])=[CH:6][C:5]=1[CH3:37]. (2) The reactants are [CH3:1][O:2][C:3](=[O:12])[CH2:4][C:5]1[CH:10]=[CH:9][C:8](Br)=[CH:7][CH:6]=1.C1(P(C2CCCCC2)C2C=CC=CC=2C2C(OC)=CC=CC=2OC)CCCCC1.P([O-])([O-])([O-])=O.[K+].[K+].[K+].[CH2:50]([C:52]([C:75]1[CH:80]=[CH:79][C:78](B2OC(C)(C)C(C)(C)O2)=[C:77]([CH3:90])[CH:76]=1)([C:55]1[CH:60]=[CH:59][C:58]([C:61]#[C:62][C:63]2([O:69][Si:70]([CH3:73])([CH3:72])[CH3:71])[CH2:68][CH2:67][S:66][CH2:65][CH2:64]2)=[C:57]([CH3:74])[CH:56]=1)[CH2:53][CH3:54])[CH3:51]. The catalyst is C1(C)C=CC=CC=1.C([O-])(=O)C.[Pd+2].C([O-])(=O)C.O. The product is [CH3:1][O:2][C:3](=[O:12])[CH2:4][C:5]1[CH:10]=[CH:9][C:8]([C:78]2[CH:79]=[CH:80][C:75]([C:52]([CH2:53][CH3:54])([C:55]3[CH:60]=[CH:59][C:58]([C:61]#[C:62][C:63]4([O:69][Si:70]([CH3:71])([CH3:73])[CH3:72])[CH2:68][CH2:67][S:66][CH2:65][CH2:64]4)=[C:57]([CH3:74])[CH:56]=3)[CH2:50][CH3:51])=[CH:76][C:77]=2[CH3:90])=[CH:7][CH:6]=1. The yield is 0.880. (3) The reactants are [O:1]([C:8]1[CH:30]=[CH:29][C:11]([C:12]([NH:14][C:15]2[CH:16]=[C:17]([P:21](=[O:28])([O:25][CH2:26][CH3:27])[O:22][CH2:23][CH3:24])[CH:18]=[CH:19][CH:20]=2)=[O:13])=[CH:10][CH:9]=1)[C:2]1[CH:7]=[CH:6][CH:5]=[CH:4][CH:3]=1.[H-].[Na+].Br[CH2:34][C:35]1[CH:40]=[CH:39][C:38]([CH:41]2[CH2:46][CH2:45][CH2:44][CH2:43][CH2:42]2)=[CH:37][CH:36]=1. The catalyst is C1COCC1. The product is [CH:41]1([C:38]2[CH:39]=[CH:40][C:35]([CH2:34][N:14]([C:15]3[CH:16]=[C:17]([P:21](=[O:28])([O:22][CH2:23][CH3:24])[O:25][CH2:26][CH3:27])[CH:18]=[CH:19][CH:20]=3)[C:12](=[O:13])[C:11]3[CH:29]=[CH:30][C:8]([O:1][C:2]4[CH:3]=[CH:4][CH:5]=[CH:6][CH:7]=4)=[CH:9][CH:10]=3)=[CH:36][CH:37]=2)[CH2:42][CH2:43][CH2:44][CH2:45][CH2:46]1. The yield is 0.350. (4) The reactants are [Cl:1][C:2]1[CH:7]=[CH:6][CH:5]=[CH:4][C:3]=1[N:8]1[CH:12]=[C:11]([C:13](OC)=[O:14])[C:10]([CH3:17])=[N:9]1.[H-].[Al+3].[Li+].[H-].[H-].[H-]. The catalyst is O1CCCC1.C1(C)C=CC=CC=1.[O-2].[O-2].[Mn+4]. The product is [Cl:1][C:2]1[CH:7]=[CH:6][CH:5]=[CH:4][C:3]=1[N:8]1[CH:12]=[C:11]([CH:13]=[O:14])[C:10]([CH3:17])=[N:9]1. The yield is 0.150. (5) The catalyst is C1C=CC([P]([Pd]([P](C2C=CC=CC=2)(C2C=CC=CC=2)C2C=CC=CC=2)([P](C2C=CC=CC=2)(C2C=CC=CC=2)C2C=CC=CC=2)[P](C2C=CC=CC=2)(C2C=CC=CC=2)C2C=CC=CC=2)(C2C=CC=CC=2)C2C=CC=CC=2)=CC=1.C1(C)C=CC=CC=1.C(COC)OC. The yield is 0.740. The product is [Br:18][C:19]1[CH:24]=[C:23]([C:12]2[C:11]3[C:6]([C:5]4[CH:4]=[CH:3][CH:2]=[CH:1][C:14]=4[CH:13]=2)=[CH:7][CH:8]=[CH:9][CH:10]=3)[CH:22]=[CH:21][CH:20]=1. The reactants are [CH:1]1[C:14]2[CH:13]=[C:12](B(O)O)[C:11]3[C:6](=[CH:7][CH:8]=[CH:9][CH:10]=3)[C:5]=2[CH:4]=[CH:3][CH:2]=1.[Br:18][C:19]1[CH:20]=[C:21](I)[CH:22]=[CH:23][CH:24]=1.C(=O)([O-])[O-].[Na+].[Na+].